Dataset: Retrosynthesis with 50K atom-mapped reactions and 10 reaction types from USPTO. Task: Predict the reactants needed to synthesize the given product. (1) Given the product CN1C(=O)CN(S(=O)(=O)c2cccc([N+](=O)[O-])c2)c2ccccc21, predict the reactants needed to synthesize it. The reactants are: CI.O=C1CN(S(=O)(=O)c2cccc([N+](=O)[O-])c2)c2ccccc2N1. (2) Given the product O=C(Oc1ccccc1)c1ncn2c1CN(C(=O)N1CCCC1)c1ccccc1-2, predict the reactants needed to synthesize it. The reactants are: O=C(O)c1ncn2c1CN(C(=O)N1CCCC1)c1ccccc1-2.Oc1ccccc1. (3) Given the product CC(c1ccc(C(=O)Nc2nn[nH]n2)cc1)N(C(=O)Nc1ccc(OC(F)(F)F)cc1)c1ccc(C(C)(C)C)cc1, predict the reactants needed to synthesize it. The reactants are: CC(Nc1ccc(C(C)(C)C)cc1)c1ccc(C(=O)Nc2nn[nH]n2)cc1.O=C=Nc1ccc(OC(F)(F)F)cc1. (4) Given the product O=[N+]([O-])c1cc(Br)ccc1Cn1cc2nc(-c3cccc(F)c3F)nc-2cn1, predict the reactants needed to synthesize it. The reactants are: Fc1cccc(-c2nc3cn[nH]cc-3n2)c1F.O=[N+]([O-])c1cc(Br)ccc1CBr. (5) Given the product CNc1cc2c(cc1Cl)C(=O)N(c1ccc(NC(=O)NS(=O)(=O)c3ccc(Cl)s3)cc1)CO2, predict the reactants needed to synthesize it. The reactants are: CCOC(=O)NS(=O)(=O)c1ccc(Cl)s1.CNc1cc2c(cc1Cl)C(=O)N(c1ccc(N)cc1)CO2. (6) Given the product Cn1c(C(=O)N2CCNCC2)cc2cc(Oc3ccc(NC(=O)c4ccc(C(F)(F)F)cc4)cn3)ccc21, predict the reactants needed to synthesize it. The reactants are: Cn1c(C(=O)N2CCN(C(=O)OC(C)(C)C)CC2)cc2cc(Oc3ccc(NC(=O)c4ccc(C(F)(F)F)cc4)cn3)ccc21. (7) Given the product O=C(Nc1ccc(N2CCC(C(=O)O)CC2)nc1)c1nnc(Nc2ccccc2F)o1, predict the reactants needed to synthesize it. The reactants are: CC(C)(C)OC(=O)C1CCN(c2ccc(NC(=O)c3nnc(Nc4ccccc4F)o3)cn2)CC1.